This data is from Full USPTO retrosynthesis dataset with 1.9M reactions from patents (1976-2016). The task is: Predict the reactants needed to synthesize the given product. (1) Given the product [Cl:1][C:2]1[CH:3]=[CH:4][C:5]([N:8]2[C:16]([CH:17]([CH:30]3[CH2:35][CH2:34][CH2:33][CH2:32][CH2:31]3)[CH2:18][O:19][C:20]3[C:27]([CH3:28])=[CH:26][C:23]([C:24]4[N:36]=[N:37][NH:38][N:25]=4)=[CH:22][C:21]=3[CH3:29])=[C:15]3[C:10]([CH:11]=[CH:12][CH:13]=[CH:14]3)=[N:9]2)=[CH:6][CH:7]=1, predict the reactants needed to synthesize it. The reactants are: [Cl:1][C:2]1[CH:7]=[CH:6][C:5]([N:8]2[C:16]([CH:17]([CH:30]3[CH2:35][CH2:34][CH2:33][CH2:32][CH2:31]3)[CH2:18][O:19][C:20]3[C:27]([CH3:28])=[CH:26][C:23]([C:24]#[N:25])=[CH:22][C:21]=3[CH3:29])=[C:15]3[C:10]([CH:11]=[CH:12][CH:13]=[CH:14]3)=[N:9]2)=[CH:4][CH:3]=1.[N-:36]=[N+:37]=[N-:38].[Na+].Cl.C(N(CC)CC)C. (2) Given the product [CH3:1][C:2]1[N:6]([CH:7]([CH3:9])[CH3:8])[C:5]([C:10]2[CH:15]=[CH:14][N:13]=[C:12]([NH:16][CH:17]3[CH2:18][CH2:19][CH:20]([NH:23][S:36]([CH2:24][CH2:25][N:26]4[CH2:27][CH2:29][CH2:32][CH2:30]4)(=[O:38])=[O:37])[CH2:21][CH2:22]3)[N:11]=2)=[CH:4][N:3]=1, predict the reactants needed to synthesize it. The reactants are: [CH3:1][C:2]1[N:6]([CH:7]([CH3:9])[CH3:8])[C:5]([C:10]2[CH:15]=[CH:14][N:13]=[C:12]([NH:16][CH:17]3[CH2:22][CH2:21][CH:20]([NH2:23])[CH2:19][CH2:18]3)[N:11]=2)=[CH:4][N:3]=1.[CH3:24][CH2:25][N:26]([CH:30]([CH3:32])C)[CH:27]([CH3:29])C.ClCC[S:36](Cl)(=[O:38])=[O:37].N1CCCC1. (3) The reactants are: [CH3:1][O:2][C:3]1[CH:17]=[CH:16][C:6]2[S:7][C:8]([C:10](O)([CH2:13][CH3:14])[CH2:11][CH3:12])=[CH:9][C:5]=2[CH:4]=1.[C:18]1([CH3:25])[C:23]([OH:24])=[CH:22][CH:21]=[CH:20][CH:19]=1.B(F)(F)F.CCOCC. Given the product [CH2:11]([C:10]([C:20]1[CH:21]=[CH:22][C:23]([OH:24])=[C:18]([CH3:25])[CH:19]=1)([C:8]1[S:7][C:6]2[CH:16]=[CH:17][C:3]([O:2][CH3:1])=[CH:4][C:5]=2[CH:9]=1)[CH2:13][CH3:14])[CH3:12], predict the reactants needed to synthesize it. (4) Given the product [CH:11]1([NH:14][C:2]2[C:3]3[CH:10]=[CH:9][NH:8][C:4]=3[N:5]=[CH:6][N:7]=2)[CH2:13][CH2:12]1, predict the reactants needed to synthesize it. The reactants are: Cl[C:2]1[C:3]2[CH:10]=[CH:9][NH:8][C:4]=2[N:5]=[CH:6][N:7]=1.[CH:11]1([NH2:14])[CH2:13][CH2:12]1. (5) Given the product [F:10][C:9]([F:12])([F:11])[C:6]1([CH:4]=[O:5])[CH2:8][CH2:7]1, predict the reactants needed to synthesize it. The reactants are: CON(C)[C:4]([C:6]1([C:9]([F:12])([F:11])[F:10])[CH2:8][CH2:7]1)=[O:5].[H-].C([Al+]CC(C)C)C(C)C. (6) Given the product [F:16][C:6]1[C:7]([O:9][CH3:10])=[CH:8][C:3]([O:2][CH3:1])=[CH:4][C:5]=1[NH:11][C:12](=[O:14])[CH3:13], predict the reactants needed to synthesize it. The reactants are: [CH3:1][O:2][C:3]1[CH:4]=[C:5]([NH:11][C:12](=[O:14])[CH3:13])[CH:6]=[C:7]([O:9][CH3:10])[CH:8]=1.[B-](F)(F)(F)[F:16].[B-](F)(F)(F)F.C1[N+]2(CCl)CC[N+](F)(CC2)C1.